This data is from Catalyst prediction with 721,799 reactions and 888 catalyst types from USPTO. The task is: Predict which catalyst facilitates the given reaction. (1) Reactant: [C:1](/[N:3]=[C:4](\SC)/[NH:5][C:6]1[CH:11]=[C:10]([Cl:12])[C:9]([I:13])=[C:8]([Cl:14])[CH:7]=1)#[N:2].[NH2:17][NH2:18]. Product: [Cl:12][C:10]1[CH:11]=[C:6]([NH:5][C:4]2[N:3]=[C:1]([NH2:2])[NH:18][N:17]=2)[CH:7]=[C:8]([Cl:14])[C:9]=1[I:13]. The catalyst class is: 8. (2) Reactant: [CH3:1][C:2]1([CH3:24])CN[C:6](=[O:9])[C:5]2[S:10][C:11]([N:13]3[C:18]4[CH:19]=[C:20](O)[CH:21]=[CH:22][C:17]=4[O:16][CH2:15][CH2:14]3)=[N:12][C:4]=2[CH2:3]1.[NH2:25][C:26]1[CH:31]=[CH:30][CH:29]=[CH:28][CH:27]=1.[CH3:32]C(C)([O-])C.[Na+]. Product: [CH3:32][C:2]1([CH3:1])[CH2:3][C:4]2[N:12]=[C:11]([N:13]3[C:18]4[CH:19]=[C:20]([NH:25][C:26]5[CH:31]=[CH:30][CH:29]=[CH:28][CH:27]=5)[CH:21]=[CH:22][C:17]=4[O:16][CH2:15][CH2:14]3)[S:10][C:5]=2[C:6](=[O:9])[CH2:24]1. The catalyst class is: 274.